Dataset: Reaction yield outcomes from USPTO patents with 853,638 reactions. Task: Predict the reaction yield, written as a fraction of the theoretical maximum amount of product (1.0 means a 100% yield; for example, 0.34 means a 34% yield). (1) The reactants are [CH3:1]/[C:2](=[CH:6]\[CH2:7][CH:8]([CH3:10])[CH3:9])/[C:3](=[O:5])[CH3:4].[H-].[Al+3].[Li+].[H-].[H-].[H-]. The catalyst is CCOCC. The product is [CH3:1]/[C:2](=[CH:6]\[CH2:7][CH:8]([CH3:10])[CH3:9])/[CH:3]([OH:5])[CH3:4]. The yield is 0.930. (2) The yield is 0.651. No catalyst specified. The product is [OH:11][C:5]1[CH:4]=[CH:3][C:2]([CH3:1])=[CH:10][C:6]=1[C:7]([NH:18][C:17]1[CH:19]=[CH:20][C:14]([O:13][CH3:12])=[C:15]([C:21]([F:22])([F:23])[F:24])[CH:16]=1)=[O:9]. The reactants are [CH3:1][C:2]1[CH:10]=[C:6]([C:7]([OH:9])=O)[C:5]([OH:11])=[CH:4][CH:3]=1.[CH3:12][O:13][C:14]1[CH:20]=[CH:19][C:17]([NH2:18])=[CH:16][C:15]=1[C:21]([F:24])([F:23])[F:22].